This data is from Full USPTO retrosynthesis dataset with 1.9M reactions from patents (1976-2016). The task is: Predict the reactants needed to synthesize the given product. (1) Given the product [C:1]([O:5][C:6]([N:8]1[CH2:11][CH:10]([C:12]2[N:17]=[C:16]([C:18]3[CH:23]=[CH:22][CH:21]=[CH:20][N:19]=3)[NH:15][N:14]=2)[CH2:9]1)=[O:7])([CH3:4])([CH3:3])[CH3:2], predict the reactants needed to synthesize it. The reactants are: [C:1]([O:5][C:6]([N:8]1[CH2:11][CH:10]([C:12]([NH:14][NH2:15])=O)[CH2:9]1)=[O:7])([CH3:4])([CH3:3])[CH3:2].[C:16]([C:18]1[CH:23]=[CH:22][CH:21]=[CH:20][N:19]=1)#[N:17].C[O-].[Na+].CO. (2) Given the product [Cl:20][C:10]1[S:11][C:12]2[CH:18]=[CH:17][CH:16]=[C:15]([CH3:19])[C:13]=2[N:14]=1, predict the reactants needed to synthesize it. The reactants are: N(OCCC(C)C)=O.N[C:10]1[S:11][C:12]2[CH:18]=[CH:17][CH:16]=[C:15]([CH3:19])[C:13]=2[N:14]=1.[ClH:20]. (3) Given the product [CH2:32]([N:39]1[CH:40]2[CH2:41][N:42]([CH2:46][CH2:45]2)[CH2:43][CH2:44]1)[C:33]1[CH:38]=[CH:37][CH:36]=[CH:35][CH:34]=1, predict the reactants needed to synthesize it. The reactants are: N(C(OCC)=O)=NC(OCC)=O.C1(P(C2C=CC=CC=2)C2C=CC=CC=2)C=CC=CC=1.[CH2:32]([N:39]1[CH2:44][CH2:43][NH:42][CH2:41][CH:40]1[CH2:45][CH2:46]O)[C:33]1[CH:38]=[CH:37][CH:36]=[CH:35][CH:34]=1. (4) Given the product [CH3:8][C:5]1[CH:6]=[CH:7][C:2]([N:1]2[CH2:26][CH2:25][NH:14][CH2:13][CH2:12]2)=[C:3]([CH2:9][OH:10])[CH:4]=1, predict the reactants needed to synthesize it. The reactants are: [NH2:1][C:2]1[CH:7]=[CH:6][C:5]([CH3:8])=[CH:4][C:3]=1[CH2:9][OH:10].Cl[CH2:12][CH2:13][N:14]([CH2:25][CH2:26]Cl)S(C1C=CC(C)=CC=1)(=O)=O. (5) Given the product [OH:83][C@H:84]([CH2:89][CH2:90][CH2:91][CH2:92][CH3:93])[CH2:85][C:86]([S:71][CH2:70][CH2:69][NH:68][C:66](=[O:67])[CH2:65][CH2:64][NH:63][C:61](=[O:62])[C@H:59]([OH:60])[C:56]([CH3:58])([CH3:57])[CH2:55][O:54][P:51]([OH:53])(=[O:52])[O:50][P:47]([OH:49])(=[O:48])[O:46][CH2:45][C@H:44]1[O:72][C@@H:35]([N:73]2[C:82]3[N:81]=[CH:80][N:79]=[C:77]([NH2:78])[C:76]=3[N:75]=[CH:74]2)[C@H:36]([OH:37])[C@@H:38]1[O:39][P:40]([OH:43])([OH:42])=[O:41])=[O:87], predict the reactants needed to synthesize it. The reactants are: P(OC[C@H]1O[C@@H](N2C3N=CN=C(N)C=3N=C2)[C@H](O)[C@@H]1O)(OP(OP(O)(O)=O)(O)=O)(=O)O.[Mg+2].[Cl-].[Cl-].[C@@H:35]1([N:73]2[C:82]3[N:81]=[CH:80][N:79]=[C:77]([NH2:78])[C:76]=3[N:75]=[CH:74]2)[O:72][C@H:44]([CH2:45][O:46][P:47]([O:50][P:51]([O:54][CH2:55][C:56]([C@H:59]([C:61]([NH:63][CH2:64][CH2:65][C:66]([NH:68][CH2:69][CH2:70][SH:71])=[O:67])=[O:62])[OH:60])([CH3:58])[CH3:57])([OH:53])=[O:52])([OH:49])=[O:48])[C@@H:38]([O:39][P:40]([OH:43])([OH:42])=[O:41])[C@H:36]1[OH:37].[OH:83][C@H:84]([CH2:89][CH2:90][CH2:91][CH2:92][CH3:93])[CH2:85][C:86]([O-])=[O:87].